This data is from Full USPTO retrosynthesis dataset with 1.9M reactions from patents (1976-2016). The task is: Predict the reactants needed to synthesize the given product. (1) Given the product [CH3:25][O:24][C:22]([C:20]1[CH:19]=[CH:18][N:17]2[CH:8]=[C:7]([C:6]3[CH:11]=[CH:12][C:3]([C:2]([F:14])([F:13])[F:1])=[CH:4][CH:5]=3)[N:15]=[C:16]2[CH:21]=1)=[O:23], predict the reactants needed to synthesize it. The reactants are: [F:1][C:2]([F:14])([F:13])[C:3]1[CH:12]=[CH:11][C:6]([C:7](=O)[CH2:8]Br)=[CH:5][CH:4]=1.[NH2:15][C:16]1[CH:21]=[C:20]([C:22]([O:24][CH3:25])=[O:23])[CH:19]=[CH:18][N:17]=1. (2) The reactants are: Br[C:2]1[N:6]2[CH:7]=[CH:8][N:9]=[C:10]([NH:11][CH2:12][C:13]3[CH:18]=[CH:17][C:16]([S:19]([NH2:22])(=[O:21])=[O:20])=[CH:15][CH:14]=3)[C:5]2=[N:4][CH:3]=1.CC1(C)C(C)(C)OB([C:31]2[CH:36]=[CH:35][C:34]([OH:37])=[CH:33][CH:32]=2)O1.C([O-])([O-])=O.[Na+].[Na+].O(C1C=CC=CC=1P(C1C=CC=CC=1)C1C=CC=CC=1)C1C=CC=CC=1P(C1C=CC=CC=1)C1C=CC=CC=1. Given the product [OH:37][C:34]1[CH:35]=[CH:36][C:31]([C:2]2[N:6]3[CH:7]=[CH:8][N:9]=[C:10]([NH:11][CH2:12][C:13]4[CH:18]=[CH:17][C:16]([S:19]([NH2:22])(=[O:21])=[O:20])=[CH:15][CH:14]=4)[C:5]3=[N:4][CH:3]=2)=[CH:32][CH:33]=1, predict the reactants needed to synthesize it. (3) Given the product [Br:1][C:2]1[CH:3]=[C:4]([C:19]([NH2:21])=[O:20])[C:5]2[NH:6][C:7]3[C:12]([C:13]=2[CH:14]=1)=[CH:11][CH:10]=[C:9]([C:15]([N:23]1[CH2:28][CH2:27][O:26][CH2:25][CH2:24]1)([CH3:16])[CH3:17])[CH:8]=3, predict the reactants needed to synthesize it. The reactants are: [Br:1][C:2]1[CH:3]=[C:4]([C:19]([NH2:21])=[O:20])[C:5]2[NH:6][C:7]3[C:12]([C:13]=2[CH:14]=1)=[CH:11][CH:10]=[C:9]([C:15](O)([CH3:17])[CH3:16])[CH:8]=3.Cl.[NH:23]1[CH2:28][CH2:27][O:26][CH2:25][CH2:24]1. (4) Given the product [C:1]([C:5]1[CH:6]=[CH:7][C:8]([C:11]2[CH:19]=[C:18]3[C:14]([C:15]([C:26]([OH:28])=[O:27])=[CH:16][N:17]3[CH3:20])=[CH:13][CH:12]=2)=[CH:9][CH:10]=1)([CH3:4])([CH3:2])[CH3:3], predict the reactants needed to synthesize it. The reactants are: [C:1]([C:5]1[CH:10]=[CH:9][C:8]([C:11]2[CH:19]=[C:18]3[C:14]([CH:15]=[CH:16][N:17]3[CH3:20])=[CH:13][CH:12]=2)=[CH:7][CH:6]=1)([CH3:4])([CH3:3])[CH3:2].C([Li])CCC.[C:26](=[O:28])=[O:27]. (5) Given the product [S:12]1[CH:13]=[CH:14][N:15]=[C:11]1[NH:10][C:7]([C:2]1[CH:3]=[CH:4][CH:5]=[CH:6][N:1]=1)=[O:9], predict the reactants needed to synthesize it. The reactants are: [N:1]1[CH:6]=[CH:5][CH:4]=[CH:3][C:2]=1[C:7]([OH:9])=O.[NH2:10][C:11]1[S:12][CH:13]=[CH:14][N:15]=1.O. (6) The reactants are: [N:1]([C:4]1[CH:9]=[CH:8][N:7]=[CH:6][C:5]=1[S:10]([NH2:13])(=[O:12])=[O:11])=[N+]=[N-].[BH4-].[Na+]. Given the product [NH2:1][C:4]1[CH:9]=[CH:8][N:7]=[CH:6][C:5]=1[S:10]([NH2:13])(=[O:12])=[O:11], predict the reactants needed to synthesize it. (7) The reactants are: [CH3:1][C:2]1[CH:7]=[C:6]([N+:8]([O-])=O)[C:5]([O:11][CH3:12])=[CH:4][C:3]=1[N:13]1[CH2:18][CH2:17][N:16]([S:19]([CH3:22])(=[O:21])=[O:20])[CH2:15][CH2:14]1. Given the product [CH3:1][C:2]1[C:3]([N:13]2[CH2:18][CH2:17][N:16]([S:19]([CH3:22])(=[O:20])=[O:21])[CH2:15][CH2:14]2)=[CH:4][C:5]([O:11][CH3:12])=[C:6]([CH:7]=1)[NH2:8], predict the reactants needed to synthesize it.